Dataset: Forward reaction prediction with 1.9M reactions from USPTO patents (1976-2016). Task: Predict the product of the given reaction. (1) Given the reactants [F:1][C:2]1[CH:7]=[C:6]([S:8][CH3:9])[CH:5]=[CH:4][C:3]=1[C:10]1[N:15]=[CH:14][C:13]([O:16][CH2:17][CH:18]2[CH2:23][CH2:22][N:21]([C:24]([O:26][CH:27]([CH3:29])[CH3:28])=[O:25])[CH2:20][CH2:19]2)=[CH:12][CH:11]=1.OO.[O-:32]S([O-])=O.[Na+].[Na+].CCOC(C)=O.FC(F)(F)[CH:46]([OH:51])[C:47]([F:50])([F:49])[F:48], predict the reaction product. The product is: [C:46]([OH:51])([C:47]([F:50])([F:49])[F:48])=[O:16].[F:1][C:2]1[CH:7]=[C:6]([S:8]([CH3:9])=[O:32])[CH:5]=[CH:4][C:3]=1[C:10]1[N:15]=[CH:14][C:13]([O:16][CH2:17][CH:18]2[CH2:23][CH2:22][N:21]([C:24]([O:26][CH:27]([CH3:29])[CH3:28])=[O:25])[CH2:20][CH2:19]2)=[CH:12][CH:11]=1. (2) The product is: [OH:11][C:5]1[CH:4]=[C:3]([O:2][CH3:1])[C:8]([O:9][CH3:10])=[CH:7][C:6]=1[C:12](=[O:14])[CH3:13]. Given the reactants [CH3:1][O:2][C:3]1[CH:4]=[C:5]([OH:11])[CH:6]=[CH:7][C:8]=1[O:9][CH3:10].[C:12](OC(=O)C)(=[O:14])[CH3:13].B(F)(F)F.CCOCC, predict the reaction product. (3) Given the reactants [Br:1][C:2]1[CH:7]=[CH:6][C:5]([C:8]2(O)[CH2:13][CH2:12][N:11]([CH2:14][C:15]3[CH:20]=[CH:19][CH:18]=[CH:17][CH:16]=3)[CH2:10][CH2:9]2)=[CH:4][CH:3]=1.O.C1(C)C=CC(S(O)(=O)=O)=CC=1, predict the reaction product. The product is: [Br:1][C:2]1[CH:3]=[CH:4][C:5]([C:8]2[CH2:13][CH2:12][N:11]([CH2:14][C:15]3[CH:16]=[CH:17][CH:18]=[CH:19][CH:20]=3)[CH2:10][CH:9]=2)=[CH:6][CH:7]=1. (4) Given the reactants [C:1]([C:3]1[CH:8]=[CH:7][N:6]=[C:5]([NH:9][C@H:10]2[CH2:15][N:14](C(OCC3C=CC=CC=3)=O)[C@H:13]([CH3:26])[CH2:12][CH2:11]2)[CH:4]=1)#[N:2].CSC.B(F)(F)F.CCOCC, predict the reaction product. The product is: [CH3:26][C@H:13]1[NH:14][CH2:15][C@H:10]([NH:9][C:5]2[CH:4]=[C:3]([CH:8]=[CH:7][N:6]=2)[C:1]#[N:2])[CH2:11][CH2:12]1. (5) Given the reactants Br[C:2]1[CH:25]=[CH:24][C:5]2[C:6]3[N:7]([CH:11]=[C:12]([C:14]4[N:15]([CH2:19][C:20]([NH:22][CH3:23])=[O:21])[CH:16]=[CH:17][N:18]=4)[N:13]=3)[CH2:8][CH2:9][O:10][C:4]=2[CH:3]=1.[CH3:26][C:27]([OH:44])([CH3:43])[CH2:28][N:29]1[CH:33]=[C:32](B2OC(C)(C)C(C)(C)O2)[CH:31]=[N:30]1, predict the reaction product. The product is: [OH:44][C:27]([CH3:43])([CH3:26])[CH2:28][N:29]1[CH:33]=[C:32]([C:2]2[CH:25]=[CH:24][C:5]3[C:6]4[N:7]([CH:11]=[C:12]([C:14]5[N:15]([CH2:19][C:20]([NH:22][CH3:23])=[O:21])[CH:16]=[CH:17][N:18]=5)[N:13]=4)[CH2:8][CH2:9][O:10][C:4]=3[CH:3]=2)[CH:31]=[N:30]1.